From a dataset of Forward reaction prediction with 1.9M reactions from USPTO patents (1976-2016). Predict the product of the given reaction. (1) The product is: [F:1][C:2]1[CH:7]=[CH:6][CH:5]=[CH:4][C:3]=1[O:8][C:21]1[N:26]=[C:25]2[O:27][C:28]([C:30]3[CH:35]=[C:34]([CH3:36])[C:33]([O:37][CH3:38])=[C:32]([CH3:39])[CH:31]=3)=[N:29][C:24]2=[CH:23][CH:22]=1. Given the reactants [F:1][C:2]1[CH:7]=[CH:6][CH:5]=[CH:4][C:3]=1[OH:8].C(=O)([O-])[O-].[Cs+].[Cs+].C(=O)(O)[O-].[Na+].Cl[C:21]1[N:26]=[C:25]2[O:27][C:28]([C:30]3[CH:35]=[C:34]([CH3:36])[C:33]([O:37][CH3:38])=[C:32]([CH3:39])[CH:31]=3)=[N:29][C:24]2=[CH:23][CH:22]=1, predict the reaction product. (2) The product is: [Cl:1][CH2:2][CH2:3][CH2:4][CH2:5][N:6]1[C@@H:10](/[CH:11]=[CH:12]/[CH:13]([OH:21])[CH2:14][C:15]2[CH:20]=[CH:19][CH:18]=[CH:17][CH:16]=2)[CH2:9][CH2:8][C:7]1=[O:22]. Given the reactants [Cl:1][CH2:2][CH2:3][CH2:4][CH2:5][N:6]1[C@@H:10](/[CH:11]=[CH:12]/[C:13](=[O:21])[CH2:14][C:15]2[CH:20]=[CH:19][CH:18]=[CH:17][CH:16]=2)[CH2:9][CH2:8][C:7]1=[O:22], predict the reaction product. (3) Given the reactants [OH:1][NH:2][C:3]([C:5]1[N:10]=[CH:9][N:8]=[C:7]([O:11][C:12]2[CH:17]=[CH:16][C:15]([NH:18][C:19](=[O:25])[O:20][C:21]([CH3:24])([CH3:23])[CH3:22])=[CH:14][CH:13]=2)[CH:6]=1)=[NH:4].[CH:26](OCC)(OCC)OCC, predict the reaction product. The product is: [C:21]([O:20][C:19](=[O:25])[NH:18][C:15]1[CH:14]=[CH:13][C:12]([O:11][C:7]2[CH:6]=[C:5]([C:3]3[N:4]=[CH:26][O:1][N:2]=3)[N:10]=[CH:9][N:8]=2)=[CH:17][CH:16]=1)([CH3:22])([CH3:24])[CH3:23]. (4) Given the reactants I[C:2]1[CH:11]=[C:10]2[C:5]([C:6]([N:13]3[CH2:17][CH2:16][CH2:15][CH2:14]3)=[CH:7][C:8]([CH3:12])=[N:9]2)=[CH:4][CH:3]=1.[CH3:18][C:19]([CH3:24])([CH3:23])[C:20]([NH2:22])=[O:21].C(=O)([O-])[O-].[K+].[K+], predict the reaction product. The product is: [CH3:18][C:19]([CH3:24])([CH3:23])[C:20]([NH:22][C:2]1[CH:11]=[C:10]2[C:5]([C:6]([N:13]3[CH2:17][CH2:16][CH2:15][CH2:14]3)=[CH:7][C:8]([CH3:12])=[N:9]2)=[CH:4][CH:3]=1)=[O:21]. (5) Given the reactants [Br:1]C1N=C(CBr)C=CN=1.[Cl:10][C:11]1[CH:16]=[CH:15][N:14]=[C:13]([CH3:17])[N:12]=1, predict the reaction product. The product is: [Br:1][CH2:17][C:13]1[N:12]=[C:11]([Cl:10])[CH:16]=[CH:15][N:14]=1. (6) Given the reactants [Cl-].[CH3:2][N+:3]([CH3:29])([CH2:11][CH2:12][CH2:13][CH2:14][CH2:15][CH2:16][CH2:17][CH2:18][CH2:19][CH2:20][CH2:21][CH2:22][CH2:23][CH2:24][CH2:25][CH2:26][CH2:27][CH3:28])[CH2:4][C:5]1[CH:10]=[CH:9][CH:8]=[CH:7][CH:6]=1.[C:30]1([B-:36]([C:49]2[CH:54]=[CH:53][CH:52]=[CH:51][CH:50]=2)([C:43]2[CH:48]=[CH:47][CH:46]=[CH:45][CH:44]=2)[C:37]2[CH:42]=[CH:41][CH:40]=[CH:39][CH:38]=2)[CH:35]=[CH:34][CH:33]=[CH:32][CH:31]=1.[Na+], predict the reaction product. The product is: [C:49]1([B-:36]([C:30]2[CH:31]=[CH:32][CH:33]=[CH:34][CH:35]=2)([C:37]2[CH:38]=[CH:39][CH:40]=[CH:41][CH:42]=2)[C:43]2[CH:48]=[CH:47][CH:46]=[CH:45][CH:44]=2)[CH:50]=[CH:51][CH:52]=[CH:53][CH:54]=1.[CH3:2][N+:3]([CH3:29])([CH2:11][CH2:12][CH2:13][CH2:14][CH2:15][CH2:16][CH2:17][CH2:18][CH2:19][CH2:20][CH2:21][CH2:22][CH2:23][CH2:24][CH2:25][CH2:26][CH2:27][CH3:28])[CH2:4][C:5]1[CH:10]=[CH:9][CH:8]=[CH:7][CH:6]=1. (7) Given the reactants [C:9](O[C:9]([O:11][C:12]([CH3:15])([CH3:14])[CH3:13])=[O:10])([O:11][C:12]([CH3:15])([CH3:14])[CH3:13])=[O:10].[NH2:16][C:17]1[CH:21]=[CH:20][S:19][C:18]=1[C:22]([O:24][CH2:25][CH3:26])=[O:23], predict the reaction product. The product is: [C:12]([O:11][C:9]([NH:16][C:17]1[CH:21]=[CH:20][S:19][C:18]=1[C:22]([O:24][CH2:25][CH3:26])=[O:23])=[O:10])([CH3:13])([CH3:14])[CH3:15]. (8) Given the reactants [CH2:1]([C:5]1[O:9][C:8]([C:10]2[CH:11]=[C:12]([Cl:25])[C:13]([N:16]3[CH2:21][CH2:20][CH:19]([C:22]([O-:24])=[O:23])[CH2:18][CH2:17]3)=[N:14][CH:15]=2)=[N:7][CH:6]=1)[CH2:2][CH2:3][CH3:4].[Li+].[OH-].Cl, predict the reaction product. The product is: [CH2:1]([C:5]1[O:9][C:8]([C:10]2[CH:11]=[C:12]([Cl:25])[C:13]([N:16]3[CH2:21][CH2:20][CH:19]([C:22]([OH:24])=[O:23])[CH2:18][CH2:17]3)=[N:14][CH:15]=2)=[N:7][CH:6]=1)[CH2:2][CH2:3][CH3:4]. (9) The product is: [F:1][C:2]1[CH:7]=[C:6]([N:8]2[CH2:12][C@@H:11]([CH2:13][OH:14])[O:10][C:9]2=[O:15])[CH:5]=[CH:4][C:3]=1[C:16]1[CH:17]=[CH:18][C:19]([CH2:22][O:23][C@H:24]2[CH2:29][O:28][C:27]3=[N:30][C:31]([N+:33]([O-:35])=[O:34])=[CH:32][N:26]3[CH2:25]2)=[CH:20][CH:21]=1. Given the reactants [F:1][C:2]1[CH:7]=[C:6]([N:8]2[CH2:12][C@H:11]([CH2:13][OH:14])[O:10][C:9]2=[O:15])[CH:5]=[CH:4][C:3]=1[C:16]1[CH:21]=[CH:20][C:19]([CH2:22][O:23][C@@H:24]2[CH2:29][O:28][C:27]3=[N:30][C:31]([N+:33]([O-:35])=[O:34])=[CH:32][N:26]3[CH2:25]2)=[CH:18][CH:17]=1.C([SiH2]OC(C)(C)[C@@H]1OC(=O)N(C2C=CC(C3C=CC(CO[C@@H]4COC5=NC([N+]([O-])=O)=CN5C4)=CC=3)=C(F)C=2)C1)(C)(C)C.CCCC[N+](CCCC)(CCCC)CCCC.[F-], predict the reaction product. (10) Given the reactants [Cl:1][C:2]1[CH:3]=[C:4]([NH:13][C:14]2[CH:19]=[CH:18][C:17]([CH2:20][CH2:21][Cl:22])=[CH:16][CH:15]=2)[C:5]([NH2:12])=[CH:6][C:7]=1[C:8]([F:11])([F:10])[F:9].[C:23](O)(=O)[CH:24]([CH3:26])[OH:25], predict the reaction product. The product is: [Cl:1][C:2]1[C:7]([C:8]([F:11])([F:10])[F:9])=[CH:6][C:5]2[N:12]=[C:23]([CH:24]([OH:25])[CH3:26])[N:13]([C:14]3[CH:19]=[CH:18][C:17]([CH2:20][CH2:21][Cl:22])=[CH:16][CH:15]=3)[C:4]=2[CH:3]=1.